From a dataset of Reaction yield outcomes from USPTO patents with 853,638 reactions. Predict the reaction yield, written as a fraction of the theoretical maximum amount of product (1.0 means a 100% yield; for example, 0.34 means a 34% yield). The reactants are [C:1]([S:5][C:6]1[N:11]=[C:10]([C:12]2[S:13][C:14]3[CH:22]=[CH:21][CH:20]=[CH:19][C:15]=3[C:16](=[O:18])[N:17]=2)[CH:9]=[CH:8][CH:7]=1)([CH3:4])([CH3:3])[CH3:2].ClC1C=CC=C(C(OO)=[O:31])C=1. The catalyst is C(Cl)(Cl)Cl. The product is [C:1]([S:5]([C:6]1[N:11]=[C:10]([C:12]2[S:13][C:14]3[CH:22]=[CH:21][CH:20]=[CH:19][C:15]=3[C:16](=[O:18])[N:17]=2)[CH:9]=[CH:8][CH:7]=1)=[O:31])([CH3:4])([CH3:2])[CH3:3]. The yield is 0.750.